From a dataset of Forward reaction prediction with 1.9M reactions from USPTO patents (1976-2016). Predict the product of the given reaction. (1) Given the reactants [H-].[Na+].[Br:3][C:4]1[CH:9]=[CH:8][C:7]([NH:10][C:11](=[O:14])[CH2:12][OH:13])=[CH:6][C:5]=1[CH3:15].Br[CH2:17]Br, predict the reaction product. The product is: [Br:3][C:4]1[CH:9]=[CH:8][C:7]([N:10]2[C:11](=[O:14])[CH2:12][O:13][CH2:17]2)=[CH:6][C:5]=1[CH3:15]. (2) Given the reactants [OH:1][C@H:2]1[CH2:6][N:5]([C:7](=[O:37])[C:8]2[CH:13]=[CH:12][C:11]([C:14]3[CH:15]=[N:16][C:17]([O:20][CH2:21][CH:22]4[CH2:27][CH2:26][N:25]([CH2:28][C:29]5([C:33]([F:36])([F:35])[F:34])[CH2:32][CH2:31][CH2:30]5)[CH2:24][CH2:23]4)=[CH:18][CH:19]=3)=[CH:10][CH:9]=2)[C@H:4]([C:38]([OH:40])=O)[CH2:3]1.[Cl-].[NH4+].C(Cl)CCl.C1C=CC2N(O)N=[N:53]C=2C=1.CCN(C(C)C)C(C)C, predict the reaction product. The product is: [OH:1][C@H:2]1[CH2:6][N:5]([C:7](=[O:37])[C:8]2[CH:13]=[CH:12][C:11]([C:14]3[CH:15]=[N:16][C:17]([O:20][CH2:21][CH:22]4[CH2:27][CH2:26][N:25]([CH2:28][C:29]5([C:33]([F:36])([F:35])[F:34])[CH2:30][CH2:31][CH2:32]5)[CH2:24][CH2:23]4)=[CH:18][CH:19]=3)=[CH:10][CH:9]=2)[C@H:4]([C:38]([NH2:53])=[O:40])[CH2:3]1. (3) Given the reactants [F:1][C:2]1[CH:7]=[CH:6][C:5]([C@H:8]([NH:10][C@H:11]2[CH2:15][CH2:14][C@@H:13]([C:16]3[CH:21]=[CH:20][C:19]([CH2:22][C:23](O)=[O:24])=[CH:18][CH:17]=3)[CH2:12]2)[CH3:9])=[CH:4][C:3]=1[O:26][CH3:27].Cl.[NH2:29][CH2:30][CH2:31][CH2:32][S:33]([NH2:36])(=[O:35])=[O:34], predict the reaction product. The product is: [F:1][C:2]1[CH:7]=[CH:6][C:5]([C@H:8]([NH:10][C@H:11]2[CH2:15][CH2:14][C@@H:13]([C:16]3[CH:17]=[CH:18][C:19]([CH2:22][C:23]([NH:29][CH2:30][CH2:31][CH2:32][S:33](=[O:35])(=[O:34])[NH2:36])=[O:24])=[CH:20][CH:21]=3)[CH2:12]2)[CH3:9])=[CH:4][C:3]=1[O:26][CH3:27]. (4) The product is: [Br:3][C:4]1[C:5]([CH2:13][N:14]2[C:18]([CH3:19])=[C:17]([N+:20]([O-:22])=[O:21])[C:16]([C:23]([OH:25])=[O:24])=[N:15]2)=[CH:6][C:7]2[O:11][CH2:10][O:9][C:8]=2[CH:12]=1. Given the reactants [OH-].[Na+].[Br:3][C:4]1[C:5]([CH2:13][N:14]2[C:18]([CH3:19])=[C:17]([N+:20]([O-:22])=[O:21])[C:16]([C:23]([O:25]CC)=[O:24])=[N:15]2)=[CH:6][C:7]2[O:11][CH2:10][O:9][C:8]=2[CH:12]=1.O.Cl, predict the reaction product. (5) Given the reactants [F:1][C:2]([F:30])([F:29])[C:3]1[CH:4]=[CH:5][CH:6]=[C:7]2[C:12]=1[N:11]=[CH:10][CH:9]=[C:8]2[O:13][CH2:14][CH2:15][CH2:16][CH2:17][CH2:18][O:19][C:20]1[C:21](=[O:28])[CH:22]=[C:23]([CH2:26][OH:27])[O:24][CH:25]=1.C(N(CC)CC)C.[CH3:38][S:39](Cl)(=[O:41])=[O:40], predict the reaction product. The product is: [CH3:38][S:39]([O:27][CH2:26][C:23]1[O:24][CH:25]=[C:20]([O:19][CH2:18][CH2:17][CH2:16][CH2:15][CH2:14][O:13][C:8]2[C:7]3[C:12](=[C:3]([C:2]([F:1])([F:29])[F:30])[CH:4]=[CH:5][CH:6]=3)[N:11]=[CH:10][CH:9]=2)[C:21](=[O:28])[CH:22]=1)(=[O:41])=[O:40]. (6) The product is: [Cl:8][C:6]1[CH:7]=[C:2]([Cl:1])[C:3]([CH2:9][Cl:13])=[CH:4][N:5]=1. Given the reactants [Cl:1][C:2]1[CH:7]=[C:6]([Cl:8])[N:5]=[CH:4][C:3]=1[CH2:9]O.O=S(Cl)[Cl:13], predict the reaction product. (7) Given the reactants Br[C:2]1[CH:7]=[C:6]([C:8]([CH3:11])([CH3:10])[CH3:9])[CH:5]=[C:4]([C:12]([CH3:15])([CH3:14])[CH3:13])[CH:3]=1.C([Li])CCC.CN([CH:24]=[O:25])C.[NH4+].[Cl-], predict the reaction product. The product is: [C:12]([C:4]1[CH:3]=[C:2]([CH:7]=[C:6]([C:8]([CH3:11])([CH3:10])[CH3:9])[CH:5]=1)[CH:24]=[O:25])([CH3:15])([CH3:14])[CH3:13]. (8) Given the reactants [CH3:1][O:2][C:3](=[O:25])[C:4]1[CH:18]=[C:17]([O:19][CH2:20][CH2:21][CH2:22][CH:23]=[CH2:24])[CH:16]=[C:6]([C:7]([NH:9][CH2:10][CH:11](OC)[O:12]C)=[O:8])[CH:5]=1.Cl.C(Cl)Cl, predict the reaction product. The product is: [CH3:1][O:2][C:3](=[O:25])[C:4]1[CH:18]=[C:17]([O:19][CH2:20][CH2:21][CH2:22][CH:23]=[CH2:24])[CH:16]=[C:6]([C:7]([NH:9][CH2:10][CH:11]=[O:12])=[O:8])[CH:5]=1. (9) The product is: [Cl:1][C:2]1[C:7]([N:8]2[CH2:13][CH2:12][N:11]([CH2:14][CH:15]([F:17])[F:16])[CH2:10][CH2:9]2)=[CH:6][C:5]([C:18]#[N:19])=[CH:4][C:3]=1[NH:20][C:21]1[N:26]=[C:25]([NH:27][CH:37]2[CH2:38][CH2:39]2)[C:24]2=[N:40][CH:41]=[C:42]([C:43]#[N:44])[N:23]2[N:22]=1. Given the reactants [Cl:1][C:2]1[C:7]([N:8]2[CH2:13][CH2:12][N:11]([CH2:14][CH:15]([F:17])[F:16])[CH2:10][CH2:9]2)=[CH:6][C:5]([C:18]#[N:19])=[CH:4][C:3]=1[NH:20][C:21]1[N:26]=[C:25]([N:27]([CH:37]2[CH2:39][CH2:38]2)CC2C=CC(OC)=CC=2)[C:24]2=[N:40][CH:41]=[C:42]([C:43]#[N:44])[N:23]2[N:22]=1.C1(OC)C=CC=CC=1.FC(F)(F)C(O)=O, predict the reaction product.